From a dataset of Peptide-MHC class I binding affinity with 185,985 pairs from IEDB/IMGT. Regression. Given a peptide amino acid sequence and an MHC pseudo amino acid sequence, predict their binding affinity value. This is MHC class I binding data. (1) The peptide sequence is GLIQYPTAW. The binding affinity (normalized) is 0.0847. The MHC is HLA-A02:19 with pseudo-sequence HLA-A02:19. (2) The peptide sequence is TDRGKDKVKV. The MHC is Mamu-B01 with pseudo-sequence Mamu-B01. The binding affinity (normalized) is 0. (3) The peptide sequence is SMRSRARHI. The MHC is HLA-B08:03 with pseudo-sequence HLA-B08:03. The binding affinity (normalized) is 0.345.